Predict the reaction yield, written as a fraction of the theoretical maximum amount of product (1.0 means a 100% yield; for example, 0.34 means a 34% yield). From a dataset of Reaction yield outcomes from USPTO patents with 853,638 reactions. (1) The reactants are [CH3:1][O:2][C:3]1[CH:4]=[C:5]2[C:10](=[CH:11][C:12]=1[CH3:13])[C:9](=O)[CH2:8][CH2:7][CH2:6]2.Cl.[NH2:16][OH:17].C([O-])(=O)C.[Na+]. The catalyst is CO. The product is [CH3:1][O:2][C:3]1[CH:4]=[C:5]2[C:10](=[CH:11][C:12]=1[CH3:13])/[C:9](=[N:16]/[OH:17])/[CH2:8][CH2:7][CH2:6]2. The yield is 0.920. (2) The reactants are [CH3:1][C:2]1[CH:7]=[CH:6][CH:5]=[C:4]([CH3:8])[C:3]=1[C:9]1[CH:14]=[CH:13][CH:12]=[C:11]([CH2:15][NH:16][C:17]2[N:22]=[CH:21][C:20]([CH2:23][CH2:24][C:25]([O:27]C)=[O:26])=[CH:19][CH:18]=2)[CH:10]=1.[OH-].[Na+].O.Cl. The catalyst is CO.O1CCCC1. The product is [CH3:8][C:4]1[CH:5]=[CH:6][CH:7]=[C:2]([CH3:1])[C:3]=1[C:9]1[CH:14]=[CH:13][CH:12]=[C:11]([CH2:15][NH:16][C:17]2[N:22]=[CH:21][C:20]([CH2:23][CH2:24][C:25]([OH:27])=[O:26])=[CH:19][CH:18]=2)[CH:10]=1. The yield is 0.100. (3) The reactants are [N:1]([CH2:4][C:5]1[CH:10]=[C:9]([C:11]([F:14])([F:13])[F:12])[CH:8]=[C:7]([C:15]([F:18])([F:17])[F:16])[CH:6]=1)=[N+:2]=[N-:3].[CH2:19]([Sn:23]([C:32]#[C:33][N:34]1[CH2:39][CH2:38][O:37][CH2:36][CH2:35]1)([CH2:28][CH2:29][CH2:30][CH3:31])[CH2:24][CH2:25][CH2:26][CH3:27])[CH2:20][CH2:21][CH3:22].C1(C)C=CC=CC=1. No catalyst specified. The product is [F:18][C:15]([F:16])([F:17])[C:7]1[CH:6]=[C:5]([CH:10]=[C:9]([C:11]([F:13])([F:14])[F:12])[CH:8]=1)[CH2:4][N:1]1[C:33]([N:34]2[CH2:39][CH2:38][O:37][CH2:36][CH2:35]2)=[C:32]([Sn:23]([CH2:24][CH2:25][CH2:26][CH3:27])([CH2:28][CH2:29][CH2:30][CH3:31])[CH2:19][CH2:20][CH2:21][CH3:22])[N:3]=[N:2]1. The yield is 0.660. (4) The reactants are C(OC(=O)[NH:7][CH2:8][C:9]([N:11]1[CH2:16][CH2:15][CH:14]([NH:17][C:18]2[CH:23]=[CH:22][CH:21]=[CH:20][C:19]=2[Cl:24])[CH2:13][CH2:12]1)=[O:10])(C)(C)C.O1CCOCC1.Cl. The catalyst is CO. The product is [ClH:24].[NH2:7][CH2:8][C:9]([N:11]1[CH2:16][CH2:15][CH:14]([NH:17][C:18]2[CH:23]=[CH:22][CH:21]=[CH:20][C:19]=2[Cl:24])[CH2:13][CH2:12]1)=[O:10]. The yield is 0.980. (5) The reactants are [C:1]1([NH:7][C:8]2[C:9]3[N:10]([CH:16]=[CH:17][CH:18]=3)[N:11]=[CH:12][C:13]=2[C:14]#[N:15])[CH:6]=[CH:5][CH:4]=[CH:3][CH:2]=1.[OH-:19].[NH4+].OO. The catalyst is C(O)C. The product is [C:1]1([NH:7][C:8]2[C:9]3[N:10]([CH:16]=[CH:17][CH:18]=3)[N:11]=[CH:12][C:13]=2[C:14]([NH2:15])=[O:19])[CH:6]=[CH:5][CH:4]=[CH:3][CH:2]=1. The yield is 0.444. (6) The reactants are [N:1]1[CH:6]=[CH:5][CH:4]=[CH:3][C:2]=1[C:7]1[C:8]([C:15]2[C:24]3[C:19](=[CH:20][C:21]([OH:25])=[CH:22][CH:23]=3)[N:18]=[CH:17][CH:16]=2)=[C:9]2[CH2:14][CH2:13][CH2:12][N:10]2[N:11]=1.C(=O)([O-])[O-].[Cs+].[Cs+].Br[CH2:33][CH2:34][O:35][CH:36]1[CH2:41][CH2:40][CH2:39][CH2:38][O:37]1. The catalyst is CN(C=O)C. The product is [N:1]1[CH:6]=[CH:5][CH:4]=[CH:3][C:2]=1[C:7]1[C:8]([C:15]2[C:24]3[C:19](=[CH:20][C:21]([O:25][CH2:33][CH2:34][O:35][CH:36]4[CH2:41][CH2:40][CH2:39][CH2:38][O:37]4)=[CH:22][CH:23]=3)[N:18]=[CH:17][CH:16]=2)=[C:9]2[CH2:14][CH2:13][CH2:12][N:10]2[N:11]=1. The yield is 0.810. (7) The reactants are C([O:4][C@H:5]1[C@@H:10]([O:11]C(=O)C)[C@H:9]([O:15]C(=O)C)[C@@H:8]([CH2:19][O:20]C(=O)C)[O:7][C@@H:6]1[O:24][C:25]1[C:30]([Cl:31])=[CH:29][C:28]([C:32]2[CH:37]=[CH:36][C:35]([C:38]([O:40][CH3:41])=[O:39])=[CH:34][CH:33]=2)=[CH:27][C:26]=1[Cl:42])(=O)C. The catalyst is CO.C[O-].[Na+]. The product is [Cl:42][C:26]1[CH:27]=[C:28]([C:32]2[CH:33]=[CH:34][C:35]([C:38]([O:40][CH3:41])=[O:39])=[CH:36][CH:37]=2)[CH:29]=[C:30]([Cl:31])[C:25]=1[O:24][C@H:6]1[O:7][C@H:8]([CH2:19][OH:20])[C@@H:9]([OH:15])[C@H:10]([OH:11])[C@@H:5]1[OH:4]. The yield is 0.700. (8) The reactants are CO[C:3](=[O:16])[CH:4](O)[C:5]1[CH:10]=[CH:9][C:8]([C:11]([F:14])([F:13])[F:12])=[CH:7][CH:6]=1.[F:17][C:18]1[CH:23]=[CH:22][C:21]([SH:24])=[CH:20][CH:19]=1.[NH2:25][C:26]1[CH:31]=[CH:30][CH:29]=[CH:28][N:27]=1. The catalyst is C1COCC1. The product is [F:17][C:18]1[CH:23]=[CH:22][C:21]([S:24][CH:4]([C:5]2[CH:6]=[CH:7][C:8]([C:11]([F:12])([F:13])[F:14])=[CH:9][CH:10]=2)[C:3]([NH:25][C:26]2[CH:31]=[CH:30][CH:29]=[CH:28][N:27]=2)=[O:16])=[CH:20][CH:19]=1. The yield is 0.590. (9) The reactants are [C:1]([O:5][CH2:6][CH3:7])(=[O:4])[CH:2]=O.[Cl:8][C:9]1[CH:14]=[CH:13][C:12]([S:15]([N:18]=[C:19]=O)(=[O:17])=[O:16])=[CH:11][CH:10]=1.C[O:22]C=CC([Si](C)(C)C)=C.[C:31]1([CH3:37])C=CC=C[CH:32]=1. No catalyst specified. The product is [Cl:8][C:9]1[CH:10]=[CH:11][C:12]([S:15]([N:18]2[CH:19]=[CH:37][C:31](=[O:22])[CH2:32][CH:2]2[C:1]([O:5][CH2:6][CH3:7])=[O:4])(=[O:16])=[O:17])=[CH:13][CH:14]=1. The yield is 0.340. (10) The reactants are [F:1][C:2]1[CH:7]=[C:6]([N+:8]([O-])=O)[CH:5]=[CH:4][C:3]=1[N:11]1[CH2:16][CH2:15][N:14]([CH2:17][CH2:18][S:19]([CH3:22])(=[O:21])=[O:20])[CH2:13][CH2:12]1. The catalyst is CCO.[Pd]. The product is [F:1][C:2]1[CH:7]=[C:6]([NH2:8])[CH:5]=[CH:4][C:3]=1[N:11]1[CH2:16][CH2:15][N:14]([CH2:17][CH2:18][S:19]([CH3:22])(=[O:20])=[O:21])[CH2:13][CH2:12]1. The yield is 0.980.